Dataset: Peptide-MHC class I binding affinity with 185,985 pairs from IEDB/IMGT. Task: Regression. Given a peptide amino acid sequence and an MHC pseudo amino acid sequence, predict their binding affinity value. This is MHC class I binding data. (1) The peptide sequence is YLHTLWKAGI. The MHC is HLA-A02:01 with pseudo-sequence HLA-A02:01. The binding affinity (normalized) is 0.756. (2) The peptide sequence is VVMQVKVPK. The MHC is HLA-A03:01 with pseudo-sequence HLA-A03:01. The binding affinity (normalized) is 0.455. (3) The peptide sequence is ILGLPTQTV. The MHC is HLA-A03:01 with pseudo-sequence HLA-A03:01. The binding affinity (normalized) is 0.0847. (4) The peptide sequence is LIDGRTSFY. The MHC is HLA-A29:02 with pseudo-sequence HLA-A29:02. The binding affinity (normalized) is 0.348. (5) The peptide sequence is AVRQFRASV. The MHC is HLA-B07:02 with pseudo-sequence HLA-B07:02. The binding affinity (normalized) is 0.564. (6) The peptide sequence is AAASKVKANL. The MHC is Patr-B0101 with pseudo-sequence Patr-B0101. The binding affinity (normalized) is 0.124. (7) The peptide sequence is EMLASIDLKY. The MHC is HLA-A29:02 with pseudo-sequence HLA-A29:02. The binding affinity (normalized) is 0.708. (8) The MHC is H-2-Kb with pseudo-sequence H-2-Kb. The peptide sequence is IVLVNPNPV. The binding affinity (normalized) is 0.516.